Dataset: Full USPTO retrosynthesis dataset with 1.9M reactions from patents (1976-2016). Task: Predict the reactants needed to synthesize the given product. Given the product [CH:1]([N:14]1[CH2:19][CH2:18][N:17]([CH2:20][C:21]([NH:24][C:25]2[S:26][C:27]3[CH:33]=[C:32]([F:34])[CH:31]=[CH:30][C:28]=3[N:29]=2)=[O:22])[CH2:16][CH2:15]1)([C:8]1[CH:13]=[CH:12][CH:11]=[CH:10][CH:9]=1)[C:2]1[CH:3]=[CH:4][CH:5]=[CH:6][CH:7]=1, predict the reactants needed to synthesize it. The reactants are: [CH:1]([N:14]1[CH2:19][CH2:18][N:17]([CH2:20][C:21](O)=[O:22])[CH2:16][CH2:15]1)([C:8]1[CH:13]=[CH:12][CH:11]=[CH:10][CH:9]=1)[C:2]1[CH:7]=[CH:6][CH:5]=[CH:4][CH:3]=1.[NH2:24][C:25]1[S:26][C:27]2[CH:33]=[C:32]([F:34])[CH:31]=[CH:30][C:28]=2[N:29]=1.C(Cl)CCl.